Dataset: Forward reaction prediction with 1.9M reactions from USPTO patents (1976-2016). Task: Predict the product of the given reaction. Given the reactants C([O:4][C:5]1[CH:10]=[C:9]([CH3:11])[C:8]([CH2:12][C:13]2[CH:18]=[CH:17][C:16]([CH2:19][CH2:20][CH2:21][NH:22][C:23]([NH:25][C:26]([CH3:33])([CH3:32])[CH2:27][O:28]C(=O)C)=[O:24])=[CH:15][CH:14]=2)=[CH:7][C:6]=1[C@@H:34]1[O:51][C@H:50]([CH2:52][O:53]C(=O)C)[C@@H:45]([O:46]C(=O)C)[C@H:40]([O:41]C(=O)C)[C@H:35]1[O:36]C(=O)C)(=O)C.C[O-].[Na+].C(=O)=O, predict the reaction product. The product is: [OH:28][CH2:27][C:26]([NH:25][C:23]([NH:22][CH2:21][CH2:20][CH2:19][C:16]1[CH:17]=[CH:18][C:13]([CH2:12][C:8]2[C:9]([CH3:11])=[CH:10][C:5]([OH:4])=[C:6]([C@@H:34]3[O:51][C@H:50]([CH2:52][OH:53])[C@@H:45]([OH:46])[C@H:40]([OH:41])[C@H:35]3[OH:36])[CH:7]=2)=[CH:14][CH:15]=1)=[O:24])([CH3:32])[CH3:33].